Predict the reactants needed to synthesize the given product. From a dataset of Full USPTO retrosynthesis dataset with 1.9M reactions from patents (1976-2016). (1) Given the product [CH:22]1([C:25]2[N:29]=[C:28]([CH2:30][NH:31][C:19]([C:10]3[N:9]=[C:8]([C:5]4[CH:4]=[CH:3][C:2]([Cl:1])=[CH:7][CH:6]=4)[C:13]([O:14][CH2:15][CH:16]4[CH2:17][CH2:18]4)=[CH:12][N:11]=3)=[O:21])[O:27][N:26]=2)[CH2:24][CH2:23]1, predict the reactants needed to synthesize it. The reactants are: [Cl:1][C:2]1[CH:7]=[CH:6][C:5]([C:8]2[C:13]([O:14][CH2:15][CH:16]3[CH2:18][CH2:17]3)=[CH:12][N:11]=[C:10]([C:19]([OH:21])=O)[N:9]=2)=[CH:4][CH:3]=1.[CH:22]1([C:25]2[N:29]=[C:28]([CH2:30][NH2:31])[O:27][N:26]=2)[CH2:24][CH2:23]1. (2) Given the product [OH:3][C@@H:4]1[CH2:9][N:8]([C:10]([O:12][C:13]([CH3:14])([CH3:15])[CH3:16])=[O:11])[C@H:7]([C:17]([O:19][CH2:20][CH3:21])=[O:18])[CH2:6][CH2:5]1, predict the reactants needed to synthesize it. The reactants are: [BH4-].[Na+].[O:3]=[C:4]1[CH2:9][N:8]([C:10]([O:12][C:13]([CH3:16])([CH3:15])[CH3:14])=[O:11])[C@H:7]([C:17]([O:19][CH2:20][CH3:21])=[O:18])[CH2:6][CH2:5]1. (3) Given the product [CH3:61][O:63][C:16]1[C:2]([O:18][CH3:19])=[CH:3][C:4]2[C:13]3[C:8](=[N:9][CH:10]=[CH:11][CH:12]=3)[NH:7][C:6](=[O:14])[C:5]=2[CH:15]=1, predict the reactants needed to synthesize it. The reactants are: Cl[C:2]1[CH:16]=[CH:15][C:5]2[C:6](=[O:14])[NH:7][C:8]3[C:13]([C:4]=2[CH:3]=1)=[CH:12][CH:11]=[CH:10][N:9]=3.C[O:18][C:19]1C=CC(N)=CC=1.C1(P(C2CCCCC2)C2C=CC=CC=2C2C(C(C)C)=CC(C(C)C)=CC=2C(C)C)CCCCC1.C[C:61](C)([O-:63])C.[Na+]. (4) Given the product [CH3:1][C:2]1[C:6]([C:7]2[C:8]([O:26][CH3:27])=[CH:9][C:10]3[C:11]4[N:18]([CH2:19][C:20]5[CH:25]=[CH:24][CH:23]=[CH:22][N:21]=5)[C:30]([NH2:29])=[N:17][C:12]=4[CH:13]=[N:14][C:15]=3[CH:16]=2)=[C:5]([CH3:28])[O:4][N:3]=1, predict the reactants needed to synthesize it. The reactants are: [CH3:1][C:2]1[C:6]([C:7]2[CH:16]=[C:15]3[C:10]([C:11]([NH:18][CH2:19][C:20]4[CH:25]=[CH:24][CH:23]=[CH:22][N:21]=4)=[C:12]([NH2:17])[CH:13]=[N:14]3)=[CH:9][C:8]=2[O:26][CH3:27])=[C:5]([CH3:28])[O:4][N:3]=1.[N:29]#[C:30]Br. (5) Given the product [CH:34]1([NH:38][C:2]2[CH:3]=[C:4]([CH:25]=[CH:26][N:27]=2)[C:5]([NH:7][C:8]2[S:9][C:10]3[C:16]([N:17]4[CH2:22][CH2:21][O:20][CH2:19][CH2:18]4)=[CH:15][CH:14]=[C:13]([O:23][CH3:24])[C:11]=3[N:12]=2)=[O:6])[CH2:37][CH2:36][CH2:35]1, predict the reactants needed to synthesize it. The reactants are: Br[C:2]1[CH:3]=[C:4]([CH:25]=[CH:26][N:27]=1)[C:5]([NH:7][C:8]1[S:9][C:10]2[C:16]([N:17]3[CH2:22][CH2:21][O:20][CH2:19][CH2:18]3)=[CH:15][CH:14]=[C:13]([O:23][CH3:24])[C:11]=2[N:12]=1)=[O:6].C(=O)([O-])[O-].[Cs+].[Cs+].[CH:34]1([NH2:38])[CH2:37][CH2:36][CH2:35]1. (6) Given the product [Cl:14][C:15]1[CH:20]=[C:19]([O:1][C:2]2[CH:3]=[C:4]([CH:9]=[CH:10][CH:11]=2)[C:5]([O:7][CH3:8])=[O:6])[CH:18]=[CH:17][N:16]=1, predict the reactants needed to synthesize it. The reactants are: [OH:1][C:2]1[CH:3]=[C:4]([CH:9]=[CH:10][CH:11]=1)[C:5]([O:7][CH3:8])=[O:6].[H-].[Na+].[Cl:14][C:15]1[CH:20]=[C:19]([N+]([O-])=O)[CH:18]=[CH:17][N:16]=1.C(OCC)(=O)C. (7) Given the product [Br:1][C:2]1[CH:10]=[CH:9][C:5]([C:6]([N:24]2[CH2:25][CH2:26][N:21]([C:15]3[C:14]([CH3:13])=[CH:19][C:18]([CH3:20])=[CH:17][N:16]=3)[CH2:22][CH2:23]2)=[O:8])=[C:4]([O:11][CH3:12])[CH:3]=1, predict the reactants needed to synthesize it. The reactants are: [Br:1][C:2]1[CH:10]=[CH:9][C:5]([C:6]([OH:8])=O)=[C:4]([O:11][CH3:12])[CH:3]=1.[CH3:13][C:14]1[C:15]([N:21]2[CH2:26][CH2:25][NH:24][CH2:23][CH2:22]2)=[N:16][CH:17]=[C:18]([CH3:20])[CH:19]=1. (8) Given the product [Cl:1][C:2]1[C:3]([C:10]#[N:11])=[C:4]([O:9][CH3:17])[N:5]=[C:6]([CH3:8])[CH:7]=1, predict the reactants needed to synthesize it. The reactants are: [Cl:1][C:2]1[CH:7]=[C:6]([CH3:8])[NH:5][C:4](=[O:9])[C:3]=1[C:10]#[N:11].F[B-](F)(F)F.[CH3:17][O+](C)C.